Task: Predict the reactants needed to synthesize the given product.. Dataset: Retrosynthesis with 50K atom-mapped reactions and 10 reaction types from USPTO (1) Given the product COC(=O)c1cc([N+](=O)[O-])c(OC(=S)N(C)C)c(F)c1Nc1ccccc1C, predict the reactants needed to synthesize it. The reactants are: COC(=O)c1cc([N+](=O)[O-])c(OC(=S)N(C)C)c(F)c1F.Cc1ccccc1N. (2) Given the product COCCOc1ccn2c(C(=O)Nc3cccc4c3c(C3CC3)nn4Cc3ccccc3)cnc2c1, predict the reactants needed to synthesize it. The reactants are: COCCOc1ccn2c(C(=O)O)cnc2c1.Nc1cccc2c1c(C1CC1)nn2Cc1ccccc1. (3) Given the product CC(C)(C)OC(=O)N1C[C@@H](NOCc2ccccc2)CC[C@@H]1c1nnn[nH]1, predict the reactants needed to synthesize it. The reactants are: CC(C)(C)OC(=O)N1C[C@@H](NOCc2ccccc2)CC[C@@H]1C#N.[N-]=[N+]=[N-]. (4) Given the product Cc1c(N)cccc1-c1cnc(C(N)=O)c2[nH]c3cc(Br)ccc3c12, predict the reactants needed to synthesize it. The reactants are: Cc1c(NC(=O)OCc2ccccc2)cccc1-c1cnc(C(N)=O)c2[nH]c3cc(Br)ccc3c12. (5) Given the product COCCN1CCC(c2cccc(OS(C)(=O)=O)c2F)CC1, predict the reactants needed to synthesize it. The reactants are: COCCBr.CS(=O)(=O)Oc1cccc(C2CCNCC2)c1F. (6) The reactants are: COc1ncc(B2OC(C)(C)C(C)(C)O2)cc1N.Cc1nnc2cnc3ccc(Br)cc3n12. Given the product COc1ncc(-c2ccc3ncc4nnc(C)n4c3c2)cc1N, predict the reactants needed to synthesize it. (7) Given the product Brc1cnccc1OC1CN(c2ccc3ccccc3n2)C1, predict the reactants needed to synthesize it. The reactants are: Clc1ccncc1Br.OC1CN(c2ccc3ccccc3n2)C1. (8) Given the product O=C(O)/C=C/c1csc(NC2CCN(C(=O)c3ccc(Cl)cc3)C2)n1, predict the reactants needed to synthesize it. The reactants are: CCOC(=O)/C=C/c1csc(NC2CCN(C(=O)c3ccc(Cl)cc3)C2)n1.